From a dataset of NCI-60 drug combinations with 297,098 pairs across 59 cell lines. Regression. Given two drug SMILES strings and cell line genomic features, predict the synergy score measuring deviation from expected non-interaction effect. (1) Drug 1: CC1=C(C=C(C=C1)NC2=NC=CC(=N2)N(C)C3=CC4=NN(C(=C4C=C3)C)C)S(=O)(=O)N.Cl. Drug 2: CC1C(C(CC(O1)OC2CC(CC3=C2C(=C4C(=C3O)C(=O)C5=C(C4=O)C(=CC=C5)OC)O)(C(=O)CO)O)N)O.Cl. Cell line: IGROV1. Synergy scores: CSS=50.9, Synergy_ZIP=1.68, Synergy_Bliss=5.01, Synergy_Loewe=-14.8, Synergy_HSA=3.31. (2) Drug 1: CC1=C(C(=CC=C1)Cl)NC(=O)C2=CN=C(S2)NC3=CC(=NC(=N3)C)N4CCN(CC4)CCO. Drug 2: COCCOC1=C(C=C2C(=C1)C(=NC=N2)NC3=CC=CC(=C3)C#C)OCCOC.Cl. Cell line: 786-0. Synergy scores: CSS=13.4, Synergy_ZIP=-0.404, Synergy_Bliss=3.30, Synergy_Loewe=4.95, Synergy_HSA=5.15. (3) Drug 1: CNC(=O)C1=NC=CC(=C1)OC2=CC=C(C=C2)NC(=O)NC3=CC(=C(C=C3)Cl)C(F)(F)F. Drug 2: CN(CC1=CN=C2C(=N1)C(=NC(=N2)N)N)C3=CC=C(C=C3)C(=O)NC(CCC(=O)O)C(=O)O. Cell line: COLO 205. Synergy scores: CSS=5.82, Synergy_ZIP=-0.514, Synergy_Bliss=-0.516, Synergy_Loewe=-45.4, Synergy_HSA=-7.67. (4) Drug 1: C1CN1P(=S)(N2CC2)N3CC3. Drug 2: C1=NC2=C(N=C(N=C2N1C3C(C(C(O3)CO)O)O)F)N. Cell line: OVCAR-8. Synergy scores: CSS=51.6, Synergy_ZIP=-8.46, Synergy_Bliss=-4.17, Synergy_Loewe=-2.27, Synergy_HSA=0.771. (5) Drug 1: C1=CC(=C2C(=C1NCCNCCO)C(=O)C3=C(C=CC(=C3C2=O)O)O)NCCNCCO. Drug 2: C1C(C(OC1N2C=NC(=NC2=O)N)CO)O. Cell line: SF-268. Synergy scores: CSS=44.1, Synergy_ZIP=5.18, Synergy_Bliss=7.58, Synergy_Loewe=-17.1, Synergy_HSA=5.29. (6) Drug 1: CS(=O)(=O)C1=CC(=C(C=C1)C(=O)NC2=CC(=C(C=C2)Cl)C3=CC=CC=N3)Cl. Drug 2: C(CC(=O)O)C(=O)CN.Cl. Cell line: IGROV1. Synergy scores: CSS=5.98, Synergy_ZIP=-2.50, Synergy_Bliss=-3.03, Synergy_Loewe=-3.72, Synergy_HSA=-3.59. (7) Drug 1: CC1CCC2CC(C(=CC=CC=CC(CC(C(=O)C(C(C(=CC(C(=O)CC(OC(=O)C3CCCCN3C(=O)C(=O)C1(O2)O)C(C)CC4CCC(C(C4)OC)OCCO)C)C)O)OC)C)C)C)OC. Drug 2: CC1C(C(CC(O1)OC2CC(CC3=C2C(=C4C(=C3O)C(=O)C5=C(C4=O)C(=CC=C5)OC)O)(C(=O)CO)O)N)O.Cl. Cell line: OVCAR-4. Synergy scores: CSS=29.4, Synergy_ZIP=-4.50, Synergy_Bliss=-2.57, Synergy_Loewe=2.11, Synergy_HSA=1.87. (8) Synergy scores: CSS=12.2, Synergy_ZIP=-1.34, Synergy_Bliss=-1.77, Synergy_Loewe=-0.508, Synergy_HSA=-0.390. Cell line: MOLT-4. Drug 2: CCN(CC)CCCC(C)NC1=C2C=C(C=CC2=NC3=C1C=CC(=C3)Cl)OC. Drug 1: CS(=O)(=O)CCNCC1=CC=C(O1)C2=CC3=C(C=C2)N=CN=C3NC4=CC(=C(C=C4)OCC5=CC(=CC=C5)F)Cl. (9) Drug 1: CN1CCC(CC1)COC2=C(C=C3C(=C2)N=CN=C3NC4=C(C=C(C=C4)Br)F)OC. Drug 2: C1=NC2=C(N1)C(=S)N=C(N2)N. Cell line: HT29. Synergy scores: CSS=42.4, Synergy_ZIP=6.42, Synergy_Bliss=7.85, Synergy_Loewe=-3.25, Synergy_HSA=6.77. (10) Drug 1: CC1=C(C=C(C=C1)NC2=NC=CC(=N2)N(C)C3=CC4=NN(C(=C4C=C3)C)C)S(=O)(=O)N.Cl. Drug 2: CCCS(=O)(=O)NC1=C(C(=C(C=C1)F)C(=O)C2=CNC3=C2C=C(C=N3)C4=CC=C(C=C4)Cl)F. Cell line: OVCAR3. Synergy scores: CSS=9.92, Synergy_ZIP=3.01, Synergy_Bliss=6.36, Synergy_Loewe=5.34, Synergy_HSA=5.60.